Predict which catalyst facilitates the given reaction. From a dataset of Catalyst prediction with 721,799 reactions and 888 catalyst types from USPTO. (1) Reactant: [CH3:1][C:2]1([CH3:32])[CH2:11][CH:10]=[C:9](/[CH:12]=[CH:13]/[C:14]2[CH:19]=[CH:18][CH:17]=[CH:16][CH:15]=2)[C:8]2[CH:7]=[C:6](/[CH:20]=[CH:21]/[C:22]3[CH:31]=[CH:30][C:25]([C:26]([O:28]C)=[O:27])=[CH:24][CH:23]=3)[CH:5]=[CH:4][C:3]1=2.[OH-].[Na+].Cl. Product: [CH3:1][C:2]1([CH3:32])[CH2:11][CH:10]=[C:9](/[CH:12]=[CH:13]/[C:14]2[CH:19]=[CH:18][CH:17]=[CH:16][CH:15]=2)[C:8]2[CH:7]=[C:6](/[CH:20]=[CH:21]/[C:22]3[CH:23]=[CH:24][C:25]([C:26]([OH:28])=[O:27])=[CH:30][CH:31]=3)[CH:5]=[CH:4][C:3]1=2. The catalyst class is: 214. (2) Reactant: C([O:3][C:4](=[O:26])[CH:5]([C:12]1[CH:17]=[CH:16][C:15]([S:18]([CH3:21])(=[O:20])=[O:19])=[C:14]([C:22]([F:25])([F:24])[F:23])[CH:13]=1)[CH2:6][CH:7]1[CH2:11][CH2:10][CH2:9][CH2:8]1)C.[OH-].[Li+]. Product: [CH:7]1([CH2:6][CH:5]([C:12]2[CH:17]=[CH:16][C:15]([S:18]([CH3:21])(=[O:20])=[O:19])=[C:14]([C:22]([F:25])([F:23])[F:24])[CH:13]=2)[C:4]([OH:26])=[O:3])[CH2:11][CH2:10][CH2:9][CH2:8]1. The catalyst class is: 6. (3) Reactant: [C:1]1([C:7]2[NH:11][CH:10]=[C:9]([CH:12]=[O:13])[CH:8]=2)[CH:6]=[CH:5][CH:4]=[CH:3][CH:2]=1.[H-].[Na+].C1OCCOCCOCCOCCOC1.Cl.[N:32]1[CH:37]=[CH:36][CH:35]=[C:34]([S:38](Cl)(=[O:40])=[O:39])[CH:33]=1. Product: [C:1]1([C:7]2[N:11]([S:38]([C:34]3[CH:33]=[N:32][CH:37]=[CH:36][CH:35]=3)(=[O:40])=[O:39])[CH:10]=[C:9]([CH:12]=[O:13])[CH:8]=2)[CH:6]=[CH:5][CH:4]=[CH:3][CH:2]=1. The catalyst class is: 54. (4) Reactant: Cl.[CH2:2](N=C=NCCCN(C)C)C.O.ON1C2C=CC=CC=2N=N1.[CH2:24]([NH:26][C:27](=[O:45])[NH:28][C:29]1[CH:37]=[C:36]([NH:38][C:39]2[CH:44]=[CH:43][CH:42]=[CH:41][CH:40]=2)[C:32]([C:33]([OH:35])=O)=[CH:31]N=1)[CH3:25].C(NC(=O)NC1C=C(NCC2C=NC=CC=2)C(C(O)=O)=CN=1)C.[Cl:69][C:70]1[CH:71]=[C:72]([CH:74]=[CH:75][CH:76]=1)[NH2:73]. Product: [Cl:69][C:70]1[CH:71]=[C:72]([NH:73][C:33](=[O:35])[C:32]2[CH:31]=[CH:2][C:29]([NH:28][C:27]([NH:26][CH2:24][CH3:25])=[O:45])=[CH:37][C:36]=2[NH:38][C:39]2[CH:44]=[CH:43][CH:42]=[CH:41][CH:40]=2)[CH:74]=[CH:75][CH:76]=1. The catalyst class is: 3. (5) Reactant: [Cl:1][C:2]1[CH:11]=[CH:10][C:5]([C:6]([O:8][CH3:9])=[O:7])=[C:4]([NH:12][CH2:13][CH2:14][CH2:15][OH:16])[C:3]=1[NH:17][C:18](=S)[NH:19][C:20]1[C:21]([CH2:29][CH3:30])=[N:22][C:23]([CH3:28])=[N:24][C:25]=1[CH2:26][CH3:27].Cl.C(N=C=NCCCN(C)C)C.C(N(CC)CC)C. Product: [Cl:1][C:2]1[C:3]2[N:17]=[C:18]([NH:19][C:20]3[C:21]([CH2:29][CH3:30])=[N:22][C:23]([CH3:28])=[N:24][C:25]=3[CH2:26][CH3:27])[N:12]([CH2:13][CH2:14][CH2:15][OH:16])[C:4]=2[C:5]([C:6]([O:8][CH3:9])=[O:7])=[CH:10][CH:11]=1. The catalyst class is: 685. (6) Reactant: F[C:2]1[CH:7]=[CH:6][C:5]([C:8]2[O:9][C:10]3[CH:16]=[CH:15][CH:14]=[CH:13][C:11]=3[N:12]=2)=[CH:4][C:3]=1[N+:17]([O-:19])=[O:18].C(=O)([O-])O.[Na+].[CH3:25][O:26][C:27]1[CH:32]=[CH:31][C:30]([NH2:33])=[CH:29][CH:28]=1. Product: [CH3:25][O:26][C:27]1[CH:32]=[CH:31][C:30]([NH:33][C:2]2[CH:7]=[CH:6][C:5]([C:8]3[O:9][C:10]4[CH:16]=[CH:15][CH:14]=[CH:13][C:11]=4[N:12]=3)=[CH:4][C:3]=2[N+:17]([O-:19])=[O:18])=[CH:29][CH:28]=1. The catalyst class is: 8.